From a dataset of Full USPTO retrosynthesis dataset with 1.9M reactions from patents (1976-2016). Predict the reactants needed to synthesize the given product. Given the product [C:11]([O:15][C:16]([N:18]1[CH2:19][CH:20]=[C:21]([C:9]2[CH:8]=[CH:7][O:6][C:5]=2[C:3]([O:2][CH3:1])=[O:4])[CH2:22][CH2:23]1)=[O:17])([CH3:14])([CH3:12])[CH3:13], predict the reactants needed to synthesize it. The reactants are: [CH3:1][O:2][C:3]([C:5]1[O:6][CH:7]=[CH:8][C:9]=1Br)=[O:4].[C:11]([O:15][C:16]([N:18]1[CH2:23][CH:22]=[C:21](B2OC(C)(C)C(C)(C)O2)[CH2:20][CH2:19]1)=[O:17])([CH3:14])([CH3:13])[CH3:12].C([O-])([O-])=O.[Na+].[Na+].